From a dataset of Forward reaction prediction with 1.9M reactions from USPTO patents (1976-2016). Predict the product of the given reaction. (1) Given the reactants C1(C(N)=O)C2NC3C(=CC=CC=3)C=2C=CN=1.BrCCCCC.[CH3:23][C@:24]1([C:49]([N:51]2[CH2:56][CH2:55][CH2:54][CH2:53][CH2:52]2)=[O:50])[N:41]([C:42]([O:44][C:45]([CH3:48])([CH3:47])[CH3:46])=[O:43])[CH2:40][C:27]2[N:28]([CH2:35][CH2:36][CH2:37][CH2:38][CH3:39])[C:29]3[C:34]([C:26]=2[CH2:25]1)=[CH:33][CH:32]=[CH:31][CH:30]=3, predict the reaction product. The product is: [CH3:23][C@@:24]1([C:49]([N:51]2[CH2:52][CH2:53][CH2:54][CH2:55][CH2:56]2)=[O:50])[N:41]([C:42]([O:44][C:45]([CH3:46])([CH3:47])[CH3:48])=[O:43])[CH2:40][C:27]2[N:28]([CH2:35][CH2:36][CH2:37][CH2:38][CH3:39])[C:29]3[C:34]([C:26]=2[CH2:25]1)=[CH:33][CH:32]=[CH:31][CH:30]=3. (2) Given the reactants [C:1]([C:5]1[CH:10]=[C:9]([NH2:11])[CH:8]=[C:7]([C:12]([CH3:15])([CH3:14])[CH3:13])[C:6]=1[OH:16])([CH3:4])([CH3:3])[CH3:2].[C:17]([O-:20])(=[O:19])[CH3:18].[Na+].[C:22](OCCBr)(=O)[CH3:23].O, predict the reaction product. The product is: [C:17]([O:20][N:11]([CH2:22][CH3:23])[C:9]1[CH:8]=[C:7]([C:12]([CH3:15])([CH3:14])[CH3:13])[C:6]([OH:16])=[C:5]([C:1]([CH3:4])([CH3:3])[CH3:2])[CH:10]=1)(=[O:19])[CH3:18]. (3) Given the reactants C1(P(C2C=CC=CC=2)C2C=CC=CC=2)C=CC=CC=1.[O:20]1[CH2:25][CH2:24][CH2:23][CH:22]([CH2:26][CH2:27]O)[CH2:21]1.C(Br)(Br)(Br)[Br:30], predict the reaction product. The product is: [Br:30][CH2:27][CH2:26][CH:22]1[CH2:23][CH2:24][CH2:25][O:20][CH2:21]1. (4) Given the reactants C(OC([N:8]1[CH2:13][CH2:12][CH:11]([C:14]2[N:18]([C:19]3[CH:24]=[CH:23][C:22]([O:25][C:26]4[CH:31]=[CH:30][CH:29]=[CH:28][CH:27]=4)=[CH:21][CH:20]=3)[N:17]=[C:16]([C:32](=[O:34])[NH2:33])[CH:15]=2)[CH2:10][CH2:9]1)=O)(C)(C)C.[ClH:35].CCO, predict the reaction product. The product is: [ClH:35].[O:25]([C:22]1[CH:23]=[CH:24][C:19]([N:18]2[C:14]([CH:11]3[CH2:12][CH2:13][NH:8][CH2:9][CH2:10]3)=[CH:15][C:16]([C:32]([NH2:33])=[O:34])=[N:17]2)=[CH:20][CH:21]=1)[C:26]1[CH:31]=[CH:30][CH:29]=[CH:28][CH:27]=1.